From a dataset of Full USPTO retrosynthesis dataset with 1.9M reactions from patents (1976-2016). Predict the reactants needed to synthesize the given product. (1) Given the product [OH:35][CH2:34][CH2:36][NH:37][C:24]([C:19]1[NH:20][C:21]2[C:17]([C:18]=1[C:27]1[CH:32]=[CH:31][CH:30]=[C:29]([F:33])[CH:28]=1)=[CH:16][C:15]([NH:14][S:11]([C:8]1[CH:7]=[CH:6][C:5]([C:1]([CH3:2])([CH3:4])[CH3:3])=[CH:10][CH:9]=1)(=[O:13])=[O:12])=[CH:23][CH:22]=2)=[O:25], predict the reactants needed to synthesize it. The reactants are: [C:1]([C:5]1[CH:10]=[CH:9][C:8]([S:11]([NH:14][C:15]2[CH:16]=[C:17]3[C:21](=[CH:22][CH:23]=2)[NH:20][C:19]([C:24](O)=[O:25])=[C:18]3[C:27]2[CH:32]=[CH:31][CH:30]=[C:29]([F:33])[CH:28]=2)(=[O:13])=[O:12])=[CH:7][CH:6]=1)([CH3:4])([CH3:3])[CH3:2].[CH2:34]([CH2:36][NH2:37])[OH:35]. (2) Given the product [CH3:23][N:22]([CH3:24])[CH2:21][CH:9]1[CH2:10][NH:11][CH2:12][CH2:13][NH:8]1, predict the reactants needed to synthesize it. The reactants are: C([N:8]1[CH2:13][CH2:12][N:11](CC2C=CC=CC=2)[CH2:10][CH:9]1[CH2:21][N:22]([CH3:24])[CH3:23])C1C=CC=CC=1. (3) Given the product [C:1]1([N:7]2[CH:11]=[N:10][C:9]([C:12]([NH:29][C@H:26]3[CH2:27][CH2:28][N:24]([C:23]4[C:18]5[N:19]([N:15]=[CH:16][CH:17]=5)[CH:20]=[CH:21][N:22]=4)[CH2:25]3)=[O:14])=[N:8]2)[CH:2]=[CH:3][CH:4]=[CH:5][CH:6]=1, predict the reactants needed to synthesize it. The reactants are: [C:1]1([N:7]2[CH:11]=[N:10][C:9]([C:12]([OH:14])=O)=[N:8]2)[CH:6]=[CH:5][CH:4]=[CH:3][CH:2]=1.[N:15]1[N:19]2[CH:20]=[CH:21][N:22]=[C:23]([N:24]3[CH2:28][CH2:27][C@H:26]([NH2:29])[CH2:25]3)[C:18]2=[CH:17][CH:16]=1.C(N(CC)CC)C.CN(C(ON1N=NC2C=CC=NC1=2)=[N+](C)C)C.F[P-](F)(F)(F)(F)F. (4) The reactants are: [CH:1]1[C:10]2[C:5](=[CH:6][CH:7]=[CH:8][CH:9]=2)[CH:4]=[CH:3][C:2]=1[CH:11]([CH2:16][C:17]([OH:19])=O)[CH2:12][C:13]([OH:15])=[O:14]. Given the product [CH:1]1[C:10]2[C:5](=[CH:6][CH:7]=[CH:8][CH:9]=2)[CH:4]=[CH:3][C:2]=1[CH:11]1[CH2:16][C:17](=[O:19])[O:15][C:13](=[O:14])[CH2:12]1, predict the reactants needed to synthesize it.